Dataset: Forward reaction prediction with 1.9M reactions from USPTO patents (1976-2016). Task: Predict the product of the given reaction. (1) Given the reactants C12(COC3C=CC(C(N)=O)=CC=3C3C(OC)=NC=CC=3)CC3CC(CC(C3)C1)C2.[C:30]12([CH2:40][O:41][C:42]3[C:50]([CH:51]4[CH2:53][CH2:52]4)=[CH:49][C:45]([C:46]([NH2:48])=[O:47])=[C:44]([F:54])[CH:43]=3)[CH2:39][CH:34]3[CH2:35][CH:36]([CH2:38][CH:32]([CH2:33]3)[CH2:31]1)[CH2:37]2.CS(Cl)(=O)=O.[O:60]1[CH2:65][CH2:64][CH:63]([S:66](Cl)(=[O:68])=[O:67])[CH2:62][CH2:61]1, predict the reaction product. The product is: [C:30]12([CH2:40][O:41][C:42]3[C:50]([CH:51]4[CH2:52][CH2:53]4)=[CH:49][C:45]([C:46]([NH:48][S:66]([CH:63]4[CH2:64][CH2:65][O:60][CH2:61][CH2:62]4)(=[O:68])=[O:67])=[O:47])=[C:44]([F:54])[CH:43]=3)[CH2:37][CH:36]3[CH2:38][CH:32]([CH2:33][CH:34]([CH2:35]3)[CH2:39]1)[CH2:31]2. (2) Given the reactants [CH2:1]([O:5][C:6]1[N:14]=[C:13]2[C:9]([N:10]=[C:11]([O:24]C)[N:12]2[CH2:15][C:16]2[CH:21]=[CH:20][C:19]([CH2:22]O)=[CH:18][CH:17]=2)=[C:8]([NH2:26])[N:7]=1)[CH2:2][CH2:3][CH3:4].S(Cl)([Cl:29])=O.C1(C)C=CC=CC=1, predict the reaction product. The product is: [CH2:1]([O:5][C:6]1[N:14]=[C:13]2[C:9]([NH:10][C:11](=[O:24])[N:12]2[CH2:15][C:16]2[CH:21]=[CH:20][C:19]([CH2:22][Cl:29])=[CH:18][CH:17]=2)=[C:8]([NH2:26])[N:7]=1)[CH2:2][CH2:3][CH3:4]. (3) Given the reactants C1N(CCO)CCN(CCS(O)(=O)=O)C1.C1C(CCN)=CC=C(S(F)(=O)=O)C=1.CC(C[C@H](N[C:38]([C@@H:40]([OH:50])[C@H:41](N)[CH2:42]C1C=CC=CC=1)=O)C(O)=O)C.CC(C[C@H](NC(C)=O)C(N[C@H](C([NH:66][C@H:67]([C:75]([OH:77])=[O:76])[CH2:68][CH2:69][CH2:70]N=C(N)N)=O)CC(C)C)=O)C.C[C@H](NC(C[C@H](O)[C@@H](NC([C@@H](NC([C@@H](NC(CC(C)C)=O)C(C)C)=O)C(C)C)=O)CC(C)C)=O)C(N[C@H]([C@@H](O)CC(O)=O)CC(C)C)=O.[F-].[Na+].CC(CC(C1C=CC(OCCOCCO)=CC=1)(C)C)(C)C, predict the reaction product. The product is: [NH2:66][C@H:67]([C:75]([OH:77])=[O:76])[CH2:68][C:69]1[CH:70]=[CH:38][C:40]([OH:50])=[CH:41][CH:42]=1.